Dataset: Catalyst prediction with 721,799 reactions and 888 catalyst types from USPTO. Task: Predict which catalyst facilitates the given reaction. (1) Reactant: [NH2:1][C:2]1[CH:3]=[C:4]([C:14]([NH:16][C:17]2[CH:22]=[CH:21][CH:20]=[C:19]([Cl:23])[C:18]=2[CH3:24])=[O:15])[C:5]2[N:9]=[C:8]([CH2:10][O:11][CH3:12])[NH:7][C:6]=2[CH:13]=1.CN(C(ON1N=NC2C=CC=CC1=2)=[N+](C)C)C.F[P-](F)(F)(F)(F)F.C(N(CC)C(C)C)(C)C.[Br:58][C:59]1[CH:67]=[CH:66][CH:65]=[C:64]([F:68])[C:60]=1[C:61](O)=[O:62].C(=O)(O)[O-].[Na+]. Product: [Br:58][C:59]1[CH:67]=[CH:66][CH:65]=[C:64]([F:68])[C:60]=1[C:61]([NH:1][C:2]1[CH:3]=[C:4]([C:14]([NH:16][C:17]2[CH:22]=[CH:21][CH:20]=[C:19]([Cl:23])[C:18]=2[CH3:24])=[O:15])[C:5]2[N:9]=[C:8]([CH2:10][O:11][CH3:12])[NH:7][C:6]=2[CH:13]=1)=[O:62]. The catalyst class is: 3. (2) The catalyst class is: 12. Product: [ClH:63].[NH2:55][CH2:54][C@H:51]1[CH2:50][CH2:49][C@H:48]([C:46]([NH:45][C@H:31]([C:32](=[O:44])[NH:33][C:34]2[CH:42]=[C:41]3[C:37]([C:38](=[O:43])[NH:39][NH:40]3)=[CH:36][CH:35]=2)[CH2:30][C:27]2[CH:28]=[CH:29][C:24]([C:3]3[CH:4]=[CH:5][C:6]([C:8]([NH:9][CH2:10][CH2:11][O:12][CH2:13][CH2:14][O:15][CH2:16][CH2:17][O:18][CH2:19][CH2:20][O:21][CH3:22])=[O:23])=[CH:7][C:2]=3[CH3:1])=[CH:25][CH:26]=2)=[O:47])[CH2:53][CH2:52]1. Reactant: [CH3:1][C:2]1[CH:7]=[C:6]([C:8](=[O:23])[NH:9][CH2:10][CH2:11][O:12][CH2:13][CH2:14][O:15][CH2:16][CH2:17][O:18][CH2:19][CH2:20][O:21][CH3:22])[CH:5]=[CH:4][C:3]=1[C:24]1[CH:29]=[CH:28][C:27]([CH2:30][C@H:31]([NH:45][C:46]([C@H:48]2[CH2:53][CH2:52][C@H:51]([CH2:54][NH:55]C(=O)OC(C)(C)C)[CH2:50][CH2:49]2)=[O:47])[C:32](=[O:44])[NH:33][C:34]2[CH:42]=[C:41]3[C:37]([C:38](=[O:43])[NH:39][NH:40]3)=[CH:36][CH:35]=2)=[CH:26][CH:25]=1.[ClH:63]. (3) Reactant: [NH2:1][C:2]([CH3:7])([CH2:5][OH:6])[CH2:3][OH:4].[C:8]([NH:11][C:12]1[S:13][C:14]([S:18](Cl)(=[O:20])=[O:19])=[C:15]([CH3:17])[N:16]=1)(=[O:10])[CH3:9].C(N(CC)CC)C. Product: [OH:4][CH2:3][C:2]([NH:1][S:18]([C:14]1[S:13][C:12]([NH:11][C:8](=[O:10])[CH3:9])=[N:16][C:15]=1[CH3:17])(=[O:19])=[O:20])([CH2:5][OH:6])[CH3:7]. The catalyst class is: 12. (4) Reactant: [F:1][C:2]1[CH:7]=[CH:6][CH:5]=[CH:4][C:3]=1[CH2:8][CH:9]([OH:11])[CH3:10].C(N(CC)CC)C.[CH3:19][S:20](Cl)(=[O:22])=[O:21].O. Product: [S:20]([O:11][CH:9]([CH3:10])[CH2:8][C:3]1[CH:4]=[CH:5][CH:6]=[CH:7][C:2]=1[F:1])(=[O:22])(=[O:21])[CH3:19]. The catalyst class is: 4.